This data is from Forward reaction prediction with 1.9M reactions from USPTO patents (1976-2016). The task is: Predict the product of the given reaction. (1) Given the reactants FC(F)C1C=CC=CC=1C(N[C@H]1CCC[C@@H]1NC1C=NC(C(F)(F)F)=CN=1)=O.Cl.[F:30][C:31]([F:46])([F:45])[C:32]1[N:33]=[CH:34][C:35]([NH:38][C@H:39]2[CH2:43][CH2:42][CH2:41][C@@H:40]2[NH2:44])=[N:36][CH:37]=1.[CH:47]1([C:50]2[CH:58]=[CH:57][CH:56]=[C:55]([F:59])[C:51]=2[C:52](O)=[O:53])[CH2:49][CH2:48]1.C(Cl)CCl.N1C2C(=NC=CC=2)N(O)N=1.C(N(CC)CC)C, predict the reaction product. The product is: [CH:47]1([C:50]2[CH:58]=[CH:57][CH:56]=[C:55]([F:59])[C:51]=2[C:52]([NH:44][C@H:40]2[CH2:41][CH2:42][CH2:43][C@@H:39]2[NH:38][C:35]2[CH:34]=[N:33][C:32]([C:31]([F:30])([F:45])[F:46])=[CH:37][N:36]=2)=[O:53])[CH2:48][CH2:49]1. (2) Given the reactants C1(S([N:10]2[C:14]3[CH:15]=[N:16][C:17]([C:32]#[N:33])=[C:18]([O:19][CH:20]4[CH2:25][CH2:24][N:23]([CH2:26][CH2:27][S:28]([CH3:31])(=[O:30])=[O:29])[CH2:22][CH2:21]4)[C:13]=3[C:12]3[CH:34]=[CH:35][CH:36]=[N:37][C:11]2=3)(=O)=O)C=CC=CC=1.C(=O)([O-])[O-].[K+].[K+], predict the reaction product. The product is: [CH3:31][S:28]([CH2:27][CH2:26][N:23]1[CH2:24][CH2:25][CH:20]([O:19][C:18]2[C:13]3[C:12]4[CH:34]=[CH:35][CH:36]=[N:37][C:11]=4[NH:10][C:14]=3[CH:15]=[N:16][C:17]=2[C:32]#[N:33])[CH2:21][CH2:22]1)(=[O:30])=[O:29]. (3) Given the reactants [F:1][C:2]1[CH:7]=[CH:6][C:5]([C:8]2[N:9]=[C:10]([S:20][CH2:21]C(O)=O)[N:11]([CH3:19])[C:12]=2[C:13]2[CH:18]=[CH:17][N:16]=[CH:15][CH:14]=2)=[CH:4][CH:3]=1.[C:25]([N:32]1[CH:36]=[CH:35]N=C1)(N1C=CN=C1)=[O:26].[C:37](=[O:39])=[O:38].N[C@H:41](C([O-])=O)[CH3:42].C([O-])([O-])=O.[Na+].[Na+], predict the reaction product. The product is: [F:1][C:2]1[CH:7]=[CH:6][C:5]([C:8]2[N:9]=[C:10]([S:20][CH2:21][C:25]([NH:32][CH2:36][CH2:35][C:37]([O:39][CH2:41][CH3:42])=[O:38])=[O:26])[N:11]([CH3:19])[C:12]=2[C:13]2[CH:14]=[CH:15][N:16]=[CH:17][CH:18]=2)=[CH:4][CH:3]=1. (4) Given the reactants [Br:1][C:2]1[CH:3]=[C:4]([O:16][CH3:17])[CH:5]=[C:6]2[C:11]=1[NH:10][C:9]([C:12]([OH:14])=O)=[CH:8][C:7]2=[O:15].CN(C(ON1N=NC2C=CC=CC1=2)=[N+](C)C)C.[B-](F)(F)(F)F.C1C=CC2N(O)N=NC=2C=1.[O:50]1[CH2:55][CH2:54][N:53]([C:56]2[CH:62]=[CH:61][C:59]([NH2:60])=[CH:58][CH:57]=2)[CH2:52][CH2:51]1.C(N(C(C)C)CC)(C)C, predict the reaction product. The product is: [N:53]1([C:56]2[CH:57]=[CH:58][C:59]([NH:60][C:12]([C:9]3[NH:10][C:11]4[C:6]([C:7](=[O:15])[CH:8]=3)=[CH:5][C:4]([O:16][CH3:17])=[CH:3][C:2]=4[Br:1])=[O:14])=[CH:61][CH:62]=2)[CH2:52][CH2:51][O:50][CH2:55][CH2:54]1. (5) Given the reactants BrC1C=CC(O)=C(C2C=[CH:16][C:15]3[C:10](=[CH:11][CH:12]=[C:13]([C:18]4[N:22]([CH:23]5[CH2:28][CH2:27][CH2:26][CH2:25][CH2:24]5)[C:21]5[CH:29]=[CH:30][C:31]([C:33]([OH:35])=[O:34])=[CH:32][C:20]=5[N:19]=4)[CH:14]=3)[N:9]=2)C=1.C(OC(C1C=CC2N(C3CCCCC3)C(C3C=CC(N)=C(C=O)C=3)=NC=2C=1)=O)C.[CH3:66][O:67][C:68]1[CH:69]=[CH:70][C:71]2[O:75][CH:74]=[C:73]([C:76](=O)[CH3:77])[C:72]=2[CH:79]=1.[OH-].[K+], predict the reaction product. The product is: [CH:23]1([N:22]2[C:21]3[CH:29]=[CH:30][C:31]([C:33]([OH:35])=[O:34])=[CH:32][C:20]=3[N:19]=[C:18]2[C:13]2[CH:14]=[C:15]3[C:10](=[CH:11][CH:12]=2)[N:9]=[C:76]([C:73]2[C:72]4[CH:79]=[C:68]([O:67][CH3:66])[CH:69]=[CH:70][C:71]=4[O:75][CH:74]=2)[CH:77]=[CH:16]3)[CH2:24][CH2:25][CH2:26][CH2:27][CH2:28]1. (6) Given the reactants N(C(OCC)=O)=NC(OCC)=O.Cl[C:14]1[C:23]2[C:18](=[CH:19][C:20](OC)=[C:21](O)[CH:22]=2)[N:17]=[CH:16][N:15]=1.C1(P(C2C=CC=CC=2)C2C=CC=CC=2)C=CC=CC=1.C(OC(N1CCC[C@H](O)C1)=O)(C)(C)C, predict the reaction product. The product is: [N:17]1[C:18]2[C:23](=[CH:22][CH:21]=[CH:20][CH:19]=2)[CH:14]=[N:15][CH:16]=1.